This data is from Forward reaction prediction with 1.9M reactions from USPTO patents (1976-2016). The task is: Predict the product of the given reaction. (1) Given the reactants [Cl:1][C:2]1[C:3]([CH3:16])=[C:4]([C:8]2[O:12][N:11]=[CH:10][C:9]=2[C:13]([OH:15])=O)[CH:5]=[CH:6][CH:7]=1.CN(C(ON1N=NC2C=CC=CC1=2)=[N+](C)C)C.[B-](F)(F)(F)F.Cl.[NH:40]1[CH2:45][CH2:44][CH2:43][CH:42]([C:46]([OH:49])([CH3:48])[CH3:47])[CH2:41]1.C(N(CC)CC)C, predict the reaction product. The product is: [Cl:1][C:2]1[C:3]([CH3:16])=[C:4]([C:8]2[O:12][N:11]=[CH:10][C:9]=2[C:13]([N:40]2[CH2:45][CH2:44][CH2:43][CH:42]([C:46]([OH:49])([CH3:48])[CH3:47])[CH2:41]2)=[O:15])[CH:5]=[CH:6][CH:7]=1. (2) Given the reactants [CH3:1][O:2][C:3]1[CH:4]=[C:5]2[C:18](=[C:19]([O:21]C)[CH:20]=1)[O:17][CH2:16][C@H:15]1[C@@:6]2([CH3:26])[CH2:7][CH2:8][C@@H:9]2[C@:14]1([CH3:23])[CH2:13][CH2:12][CH2:11][C:10]2([CH3:25])[CH3:24].B(Br)(Br)Br, predict the reaction product. The product is: [CH3:1][O:2][C:3]1[CH:4]=[C:5]2[C:18](=[C:19]([OH:21])[CH:20]=1)[O:17][CH2:16][C@H:15]1[C@@:6]2([CH3:26])[CH2:7][CH2:8][C@@H:9]2[C@:14]1([CH3:23])[CH2:13][CH2:12][CH2:11][C:10]2([CH3:25])[CH3:24]. (3) Given the reactants [CH3:1][O:2][C:3]1[CH:8]=[CH:7][C:6]([N:9]2[CH2:14][CH2:13][C:12](=O)[CH2:11][CH2:10]2)=[CH:5][CH:4]=1.[NH:16]1[CH2:20][CH2:19][C@@H:18]([NH:21][C:22](=[O:28])[O:23][C:24]([CH3:27])([CH3:26])[CH3:25])[CH2:17]1.CCOCC, predict the reaction product. The product is: [CH3:1][O:2][C:3]1[CH:8]=[CH:7][C:6]([N:9]2[CH2:14][CH2:13][CH:12]([N:16]3[CH2:20][CH2:19][C@@H:18]([NH:21][C:22](=[O:28])[O:23][C:24]([CH3:26])([CH3:25])[CH3:27])[CH2:17]3)[CH2:11][CH2:10]2)=[CH:5][CH:4]=1. (4) Given the reactants [CH2:1]([O:8][C:9](=[O:37])[NH:10][CH2:11][C:12](=[O:36])[NH:13][C:14]1[C:18]([C:19]2[N:23](COCC[Si](C)(C)C)[C:22]3[CH:32]=[CH:33][CH:34]=[CH:35][C:21]=3[N:20]=2)=[N:17][O:16][N:15]=1)[C:2]1[CH:7]=[CH:6][CH:5]=[CH:4][CH:3]=1.FC(F)(F)C(O)=O, predict the reaction product. The product is: [CH2:1]([O:8][C:9](=[O:37])[NH:10][CH2:11][C:12](=[O:36])[NH:13][C:14]1[C:18]([C:19]2[NH:23][C:22]3[CH:32]=[CH:33][CH:34]=[CH:35][C:21]=3[N:20]=2)=[N:17][O:16][N:15]=1)[C:2]1[CH:3]=[CH:4][CH:5]=[CH:6][CH:7]=1. (5) Given the reactants [C:1]([C:3]1[CH:8]=[CH:7][C:6]([S:9](Cl)(=[O:11])=[O:10])=[CH:5][CH:4]=1)#[N:2].Cl.[C@H:14]12[CH2:20][C@H:17]([NH:18][CH2:19]1)[CH2:16][N:15]2[CH2:21][C@@H:22]([C:24]1[C:25]([CH3:34])=[C:26]2[C:30](=[CH:31][CH:32]=1)[C:29](=[O:33])[O:28][CH2:27]2)[OH:23].CCN(C(C)C)C(C)C, predict the reaction product. The product is: [OH:23][C@H:22]([C:24]1[C:25]([CH3:34])=[C:26]2[C:30](=[CH:31][CH:32]=1)[C:29](=[O:33])[O:28][CH2:27]2)[CH2:21][N:15]1[CH2:16][C@@H:17]2[CH2:20][C@H:14]1[CH2:19][N:18]2[S:9]([C:6]1[CH:7]=[CH:8][C:3]([C:1]#[N:2])=[CH:4][CH:5]=1)(=[O:11])=[O:10]. (6) Given the reactants C(P(C12CC3CC(CC(C3)C1)C2)C12CC3CC(CC(C3)C1)C2)CCC.Br[C:27]1[N:32]=[C:31]([NH:33][C:34]2[CH:39]=[C:38]([O:40][CH3:41])[CH:37]=[CH:36][N:35]=2)[CH:30]=[C:29]([CH3:42])[CH:28]=1.[OH:43][C:44]1([C:58]2[S:59][CH:60]=[CH:61][N:62]=2)[CH2:53][CH2:52][CH2:51][C:50]2[CH:49]=[C:48]([C:54]([O:56][CH3:57])=[O:55])[CH:47]=[CH:46][C:45]1=2.[F-].[Cs+].C(O)(=O)C(C)(C)C, predict the reaction product. The product is: [OH:43][C:44]1([C:58]2[S:59][C:60]([C:27]3[CH:28]=[C:29]([CH3:42])[CH:30]=[C:31]([NH:33][C:34]4[CH:39]=[C:38]([O:40][CH3:41])[CH:37]=[CH:36][N:35]=4)[N:32]=3)=[CH:61][N:62]=2)[CH2:53][CH2:52][CH2:51][C:50]2[CH:49]=[C:48]([C:54]([O:56][CH3:57])=[O:55])[CH:47]=[CH:46][C:45]1=2. (7) Given the reactants [C:1]([O:7][CH2:8][N:9]1[C:13]2[N:14]=[N:15][CH:16]=[C:17]([C:18]3[CH:19]=[N:20][N:21]([C:23]4([CH2:27][C:28]#[N:29])[CH2:26][NH:25][CH2:24]4)[CH:22]=3)[C:12]=2[CH:11]=[CH:10]1)(=[O:6])[C:2]([CH3:5])([CH3:4])[CH3:3].C(N(CC)C(C)C)(C)C.[CH2:39]([S:41](Cl)(=[O:43])=[O:42])[CH3:40], predict the reaction product. The product is: [C:1]([O:7][CH2:8][N:9]1[C:13]2[N:14]=[N:15][CH:16]=[C:17]([C:18]3[CH:19]=[N:20][N:21]([C:23]4([CH2:27][C:28]#[N:29])[CH2:24][N:25]([S:41]([CH2:39][CH3:40])(=[O:43])=[O:42])[CH2:26]4)[CH:22]=3)[C:12]=2[CH:11]=[CH:10]1)(=[O:6])[C:2]([CH3:5])([CH3:4])[CH3:3].